Dataset: Forward reaction prediction with 1.9M reactions from USPTO patents (1976-2016). Task: Predict the product of the given reaction. (1) Given the reactants [Br:1][C:2]1[C:3]([F:29])=[CH:4][C:5]2[CH:11]3[CH2:12][CH:9]([CH2:10]3)[N:8]3[C:13]([CH:20]([OH:27])[C:21]4[N:22]([CH3:26])[CH:23]=[CH:24][N:25]=4)=[C:14]([C:16]([O:18]C)=O)[N:15]=[C:7]3[C:6]=2[CH:28]=1.C[O-].[Na+].C([NH2:35])=O, predict the reaction product. The product is: [Br:1][C:2]1[C:3]([F:29])=[CH:4][C:5]2[CH:11]3[CH2:10][CH:9]([CH2:12]3)[N:8]3[C:13]([CH:20]([OH:27])[C:21]4[N:22]([CH3:26])[CH:23]=[CH:24][N:25]=4)=[C:14]([C:16]([NH2:35])=[O:18])[N:15]=[C:7]3[C:6]=2[CH:28]=1. (2) Given the reactants Cl[C:2]1[N:7]=[CH:6][C:5]([O:8][CH2:9][CH2:10][C@H:11]([CH:13]2[CH2:18][CH2:17][N:16]([C:19]3[O:23][N:22]=[C:21]([CH:24]([CH3:26])[CH3:25])[N:20]=3)[CH2:15][CH2:14]2)[CH3:12])=[CH:4][N:3]=1.[C:27]([O:31][C:32](=[O:48])[NH:33][C@@H:34]1[C@@H:39]([C:40]2[CH:45]=[C:44]([F:46])[CH:43]=[CH:42][C:41]=2[F:47])[CH2:38][CH2:37][NH:36][CH2:35]1)([CH3:30])([CH3:29])[CH3:28], predict the reaction product. The product is: [C:27]([O:31][C:32](=[O:48])[NH:33][C@@H:34]1[C@@H:39]([C:40]2[CH:45]=[C:44]([F:46])[CH:43]=[CH:42][C:41]=2[F:47])[CH2:38][CH2:37][N:36]([C:2]2[N:7]=[CH:6][C:5]([O:8][CH2:9][CH2:10][C@H:11]([CH:13]3[CH2:18][CH2:17][N:16]([C:19]4[O:23][N:22]=[C:21]([CH:24]([CH3:26])[CH3:25])[N:20]=4)[CH2:15][CH2:14]3)[CH3:12])=[CH:4][N:3]=2)[CH2:35]1)([CH3:30])([CH3:28])[CH3:29]. (3) Given the reactants [OH:1][C:2]1[C:9]([O:10][CH3:11])=[CH:8][C:7]([O:12][CH3:13])=[CH:6][C:3]=1[CH:4]=[O:5].C([O-])([O-])=O.[K+].[K+].[CH2:20]([O:22][CH:23]([O:26][CH2:27][CH3:28])[CH2:24]Br)[CH3:21], predict the reaction product. The product is: [CH2:20]([O:22][CH:23]([O:26][CH2:27][CH3:28])[CH2:24][O:1][C:2]1[C:9]([O:10][CH3:11])=[CH:8][C:7]([O:12][CH3:13])=[CH:6][C:3]=1[CH:4]=[O:5])[CH3:21]. (4) Given the reactants C1(N2CC[O:10]CC2)CCCCC=1.C(N(CC)CC)C.[ClH:20].[C:21]1([CH3:27])[CH:26]=[CH:25][CH:24]=[CH:23][CH:22]=1, predict the reaction product. The product is: [C:27]([Cl:20])(=[O:10])[C:21]1[CH:26]=[CH:25][CH:24]=[CH:23][CH:22]=1.